Regression. Given a target protein amino acid sequence and a drug SMILES string, predict the binding affinity score between them. We predict pIC50 (pIC50 = -log10(IC50 in M); higher means more potent). Dataset: bindingdb_ic50. From a dataset of Drug-target binding data from BindingDB using IC50 measurements. (1) The small molecule is COc1ccc(Cn2c(N)nc3c2c(=O)n(CC2CC2)c(=O)n3CC2CC2)cc1. The target protein (O76074) has sequence MERAGPSFGQQRQQQQPQQQKQQQRDQDSVEAWLDDHWDFTFSYFVRKATREMVNAWFAERVHTIPVCKEGIRGHTESCSCPLQQSPRADNSAPGTPTRKISASEFDRPLRPIVVKDSEGTVSFLSDSEKKEQMPLTPPRFDHDEGDQCSRLLELVKDISSHLDVTALCHKIFLHIHGLISADRYSLFLVCEDSSNDKFLISRLFDVAEGSTLEEVSNNCIRLEWNKGIVGHVAALGEPLNIKDAYEDPRFNAEVDQITGYKTQSILCMPIKNHREEVVGVAQAINKKSGNGGTFTEKDEKDFAAYLAFCGIVLHNAQLYETSLLENKRNQVLLDLASLIFEEQQSLEVILKKIAATIISFMQVQKCTIFIVDEDCSDSFSSVFHMECEELEKSSDTLTREHDANKINYMYAQYVKNTMEPLNIPDVSKDKRFPWTTENTGNVNQQCIRSLLCTPIKNGKKNKVIGVCQLVNKMEENTGKVKPFNRNDEQFLEAFVIFCG.... The pIC50 is 6.8. (2) The drug is COc1ccc(C(=O)ON=C(N)c2ccc(OC)c(OC)c2)cc1. The target protein (Q96LD8) has sequence MDPVVLSYMDSLLRQSDVSLLDPPSWLNDHIIGFAFEYFANSQFHDCSDHVSFISPEVTQFIKCTSNPAEIAMFLEPLDLPNKRVVFLAINDNSNQAAGGTHWSLLVYLQDKNSFFHYDSHSRSNSVHAKQVAEKLEAFLGRKGDKLAFVEEKAPAQQNSYDCGMYVICNTEALCQNFFRQQTESLLQLLTPAYITKKRGEWKDLITTLAKK. The pIC50 is 4.9.